This data is from Reaction yield outcomes from USPTO patents with 853,638 reactions. The task is: Predict the reaction yield, written as a fraction of the theoretical maximum amount of product (1.0 means a 100% yield; for example, 0.34 means a 34% yield). (1) The reactants are [N+:1]([C:4]1[CH:5]=[C:6]2[C:10](=[CH:11][CH:12]=1)[NH:9][C:8](=[O:13])[CH2:7]2)([O-:3])=[O:2].[H-].[Na+].[CH2:16]([O:18][C:19](=[O:27])[C:20]1[CH:25]=[CH:24][C:23](Cl)=[N:22][CH:21]=1)[CH3:17]. The catalyst is C[N-]C.O.[NH4+].[Cl-]. The product is [OH:13][C:8]1[NH:9][C:10]2[C:6]([C:7]=1[C:23]1[CH:24]=[CH:25][C:20]([C:19]([O:18][CH2:16][CH3:17])=[O:27])=[CH:21][N:22]=1)=[CH:5][C:4]([N+:1]([O-:3])=[O:2])=[CH:12][CH:11]=2. The yield is 0.470. (2) The catalyst is ClCCl. The reactants are [Br:1][C:2]1[CH:7]=[C:6]([F:8])[CH:5]=[CH:4][C:3]=1[C@@H:9]1[C:14]([C:15]([O:17][C@H:18]([CH3:25])[C:19]([O:21][CH:22]([CH3:24])[CH3:23])=[O:20])=[O:16])=[C:13]([CH3:26])[NH:12][C:11]([C:27]2[S:28][CH:29]=[CH:30][N:31]=2)=[N:10]1.C1C(=O)N([Br:39])C(=O)C1. The yield is 0.660. The product is [Br:1][C:2]1[CH:7]=[C:6]([F:8])[CH:5]=[CH:4][C:3]=1[C@@H:9]1[C:14]([C:15]([O:17][C@H:18]([CH3:25])[C:19]([O:21][CH:22]([CH3:24])[CH3:23])=[O:20])=[O:16])=[C:13]([CH2:26][Br:39])[NH:12][C:11]([C:27]2[S:28][CH:29]=[CH:30][N:31]=2)=[N:10]1. (3) The reactants are [F:1][C:2]1[CH:3]=[C:4]([NH:10][C:11]2[N:16]=[CH:15][C:14]([C@H:17]([N:19]3[CH2:24][CH2:23][N:22](C(OC(C)(C)C)=O)[CH2:21][C@@H:20]3[CH3:32])[CH3:18])=[CH:13][C:12]=2[C:33]2[N:41]=[C:40]([CH3:42])[N:39]=[C:38]3[C:34]=2[N:35]=[CH:36][N:37]3C2CCCCO2)[CH:5]=[N:6][C:7]=1[O:8][CH3:9].FC(F)(F)C(O)=O.F[C:57](F)(F)[S:58](O)(=[O:60])=[O:59].CS(Cl)(=O)=O. The catalyst is C(Cl)Cl.O.[Cl-].[Na+].O. The product is [F:1][C:2]1[CH:3]=[C:4]([NH:10][C:11]2[C:12]([C:33]3[N:41]=[C:40]([CH3:42])[N:39]=[C:38]4[C:34]=3[N:35]=[CH:36][NH:37]4)=[CH:13][C:14]([C@H:17]([N:19]3[CH2:24][CH2:23][N:22]([S:58]([CH3:57])(=[O:60])=[O:59])[CH2:21][C@@H:20]3[CH3:32])[CH3:18])=[CH:15][N:16]=2)[CH:5]=[N:6][C:7]=1[O:8][CH3:9]. The yield is 0.0463. (4) The reactants are [NH2:1][C:2]1[CH:31]=[CH:30][C:5]([O:6][C:7]2[CH:12]=[CH:11][N:10]=[C:9]3[CH:13]=[C:14]([C:16]([N:18]4[CH2:21][CH:20]([O:22][Si:23]([C:26]([CH3:29])([CH3:28])[CH3:27])([CH3:25])[CH3:24])[CH2:19]4)=[O:17])[S:15][C:8]=23)=[C:4]([F:32])[CH:3]=1.[CH3:33][O:34][C:35]1[CH:40]=[CH:39][CH:38]=[CH:37][C:36]=1[NH:41][C:42](=[O:47])[CH2:43][C:44](O)=[O:45].C(Cl)CCl. The catalyst is CN(C=O)C.CCOC(C)=O. The product is [Si:23]([O:22][CH:20]1[CH2:21][N:18]([C:16]([C:14]2[S:15][C:8]3[C:9](=[N:10][CH:11]=[CH:12][C:7]=3[O:6][C:5]3[CH:30]=[CH:31][C:2]([NH:1][C:44](=[O:45])[CH2:43][C:42]([NH:41][C:36]4[CH:37]=[CH:38][CH:39]=[CH:40][C:35]=4[O:34][CH3:33])=[O:47])=[CH:3][C:4]=3[F:32])[CH:13]=2)=[O:17])[CH2:19]1)([C:26]([CH3:27])([CH3:28])[CH3:29])([CH3:25])[CH3:24]. The yield is 0.870. (5) The reactants are Br[C:2]1[CH:3]=[C:4]2[CH:10]=[CH:9][N:8]([Si:11]([C:14]([CH3:17])([CH3:16])[CH3:15])([CH3:13])[CH3:12])[C:5]2=[N:6][CH:7]=1.C(=O)([O-])[O-].[Na+].[Na+]. The catalyst is COCCOC.C(OCC)(=O)C. The product is [C:14]([Si:11]([CH3:13])([CH3:12])[N:8]1[C:5]2=[N:6][CH:7]=[C:2]([C:4]3[CH:5]=[N:6][CH:7]=[CH:2][CH:3]=3)[CH:3]=[C:4]2[CH:10]=[CH:9]1)([CH3:17])([CH3:16])[CH3:15]. The yield is 0.570. (6) The reactants are [C:1](Cl)(=[O:3])C.[N:5]([C@@H:8]1[C@@H:12]([C@H:13]2CO[C:15](C)(C)[O:14]2)[O:11][C:10](=O)[C@@H:9]1[O:21]S(C(F)(F)F)(=O)=O)=[N+:6]=[N-:7].C(=O)([O-])[OH:30].[Na+]. The catalyst is CO. The product is [CH3:15][O:14][C:13]([C@@H:12]1[C@H:8]([N:5]=[N+:6]=[N-:7])[C@H:9]([OH:21])[C@@H:10]([CH2:1][OH:3])[O:11]1)=[O:30]. The yield is 0.680. (7) The reactants are [N:1]1[CH:6]=[CH:5][CH:4]=[CH:3][C:2]=1[CH2:7][N:8]1[C:16]2[C:11](=[CH:12][C:13]([NH:17][C:18]3[C:27]4[C:22](=[CH:23][CH:24]=[CH:25][C:26]=4[O:28][C@H:29]([CH3:34])[C:30]([O:32]C)=O)[N:21]=[CH:20][N:19]=3)=[CH:14][CH:15]=2)[CH:10]=[N:9]1.[NH3:35]. The catalyst is CO. The product is [N:1]1[CH:6]=[CH:5][CH:4]=[CH:3][C:2]=1[CH2:7][N:8]1[C:16]2[C:11](=[CH:12][C:13]([NH:17][C:18]3[C:27]4[C:22](=[CH:23][CH:24]=[CH:25][C:26]=4[O:28][C@H:29]([CH3:34])[C:30]([NH2:35])=[O:32])[N:21]=[CH:20][N:19]=3)=[CH:14][CH:15]=2)[CH:10]=[N:9]1. The yield is 0.650. (8) The reactants are S([O:6][CH3:7])(OC)(=O)=O.[OH:8][C:9](=[CH:13][C:14]1[CH:19]=[CH:18][CH:17]=[C:16]([N+:20]([O-:22])=[O:21])[CH:15]=1)[C:10](O)=[O:11].[C:23](=O)([O-])[O-].[Cs+].[Cs+]. The catalyst is CN(C=O)C. The product is [CH3:23][O:8][C:9](=[CH:13][C:14]1[CH:19]=[CH:18][CH:17]=[C:16]([N+:20]([O-:22])=[O:21])[CH:15]=1)[C:10]([O:6][CH3:7])=[O:11]. The yield is 0.670.